Predict the reactants needed to synthesize the given product. From a dataset of Full USPTO retrosynthesis dataset with 1.9M reactions from patents (1976-2016). (1) The reactants are: [NH2:1][C:2]([NH:4][C:5]1[S:6][C:7]([C:11]2[CH:12]=[C:13]([NH:17][C:18](=[O:33])[C:19]3[CH:24]=[CH:23][C:22](OCC4C=CC=CC=4)=[CH:21][CH:20]=3)[CH:14]=[CH:15][CH:16]=2)=[C:8]([CH3:10])[N:9]=1)=[NH:3].[S:34]1[CH:38]=[C:37](C2C=CC(C(Cl)=O)=CC=2)[N:36]=[N:35]1. Given the product [NH2:1][C:2]([NH:4][C:5]1[S:6][C:7]([C:11]2[CH:12]=[C:13]([NH:17][C:18](=[O:33])[C:19]3[CH:24]=[CH:23][C:22]([C:37]4[N:36]=[N:35][S:34][CH:38]=4)=[CH:21][CH:20]=3)[CH:14]=[CH:15][CH:16]=2)=[C:8]([CH3:10])[N:9]=1)=[NH:3], predict the reactants needed to synthesize it. (2) Given the product [Cl:1][C:2]1[CH:21]=[C:20]([Cl:22])[CH:19]=[CH:18][C:3]=1[CH2:4][CH:5]1[CH2:9][CH2:8][N:7]([C@@H:10]2[CH2:11][CH2:12][C@H:13]([O:16][C:61](=[O:62])[C:60]3[CH:59]=[CH:58][C:57]([N+:54]([O-:56])=[O:55])=[CH:65][CH:64]=3)[CH2:14][CH2:15]2)[C:6]1=[O:17], predict the reactants needed to synthesize it. The reactants are: [Cl:1][C:2]1[CH:21]=[C:20]([Cl:22])[CH:19]=[CH:18][C:3]=1[CH2:4][CH:5]1[CH2:9][CH2:8][N:7]([C@H:10]2[CH2:15][CH2:14][C@H:13]([OH:16])[CH2:12][CH2:11]2)[C:6]1=[O:17].C1(P(C2C=CC=CC=2)C2C=CC=CC=2)C=CC=CC=1.N(C(OCC)=O)=NC(OCC)=O.[N+:54]([C:57]1[CH:65]=[CH:64][C:60]([C:61](O)=[O:62])=[CH:59][CH:58]=1)([O-:56])=[O:55]. (3) Given the product [F:40][C:41]1[CH:42]=[C:43]2[C:47](=[CH:48][CH:49]=1)[NH:46][CH:45]=[C:44]2[CH2:50][CH2:51][CH2:52][N:53]([CH2:68][CH2:69][CH3:70])[CH:54]1[CH2:67][O:66][C:65]2[C:56](=[C:57]3[C:62](=[CH:63][CH:64]=2)[N:61]=[CH:60][CH:59]=[CH:58]3)[CH2:55]1, predict the reactants needed to synthesize it. The reactants are: Cl.Cl.FC1C=C2C(=CC=1)NC=C2CCCNC1COC2C(=C3C(=CC=2)N=CC=C3)C1.Cl.Cl.CCOCC.Cl.Cl.[F:40][C:41]1[CH:42]=[C:43]2[C:47](=[CH:48][CH:49]=1)[NH:46][CH:45]=[C:44]2[CH2:50][CH2:51][CH2:52][N:53]([CH2:68][CH2:69][CH3:70])[CH:54]1[CH2:67][O:66][C:65]2[C:56](=[C:57]3[C:62](=[CH:63][CH:64]=2)[N:61]=[CH:60][CH:59]=[CH:58]3)[CH2:55]1.